Dataset: Forward reaction prediction with 1.9M reactions from USPTO patents (1976-2016). Task: Predict the product of the given reaction. Given the reactants [Br:1][C:2]1[CH:7]=[CH:6][C:5]([NH:8][C:9](=[O:18])[CH:10]=[CH:11]C2C=CC=CC=2)=[CH:4][CH:3]=1.[Al+3].[Cl-].[Cl-].[Cl-], predict the reaction product. The product is: [Br:1][C:2]1[CH:3]=[C:4]2[C:5](=[CH:6][CH:7]=1)[NH:8][C:9](=[O:18])[CH:10]=[CH:11]2.